This data is from Reaction yield outcomes from USPTO patents with 853,638 reactions. The task is: Predict the reaction yield, written as a fraction of the theoretical maximum amount of product (1.0 means a 100% yield; for example, 0.34 means a 34% yield). The reactants are [O:1]=[C:2]1[CH2:6][S:5][C:4](=[S:7])[N:3]1[CH2:8][CH2:9][C:10]([OH:12])=[O:11].[CH3:13][O:14][C:15]1[CH:22]=[CH:21][C:20]([O:23][CH3:24])=[CH:19][C:16]=1[CH:17]=O.N1CCCCC1. The catalyst is C(O)C. The product is [CH3:13][O:14][C:15]1[CH:22]=[CH:21][C:20]([O:23][CH3:24])=[CH:19][C:16]=1/[CH:17]=[C:6]1/[C:2](=[O:1])[N:3]([CH2:8][CH2:9][C:10]([OH:12])=[O:11])[C:4](=[S:7])[S:5]/1. The yield is 0.850.